Regression/Classification. Given a drug SMILES string, predict its toxicity properties. Task type varies by dataset: regression for continuous values (e.g., LD50, hERG inhibition percentage) or binary classification for toxic/non-toxic outcomes (e.g., AMES mutagenicity, cardiotoxicity, hepatotoxicity). Dataset: herg_karim. From a dataset of hERG potassium channel inhibition data for cardiac toxicity prediction from Karim et al.. (1) The drug is c1ncc(-c2cnc3nc(N4CCC(N5CCCCC5)CC4)sc3c2)cn1. The result is 0 (non-blocker). (2) The compound is Cc1nc2cccc(F)c2c(=O)n1-c1ccc(OC2CCN(C3CCC3)CC2)cc1. The result is 0 (non-blocker).